This data is from NCI-60 drug combinations with 297,098 pairs across 59 cell lines. The task is: Regression. Given two drug SMILES strings and cell line genomic features, predict the synergy score measuring deviation from expected non-interaction effect. (1) Drug 1: C1CCC(C1)C(CC#N)N2C=C(C=N2)C3=C4C=CNC4=NC=N3. Cell line: MOLT-4. Synergy scores: CSS=82.1, Synergy_ZIP=20.1, Synergy_Bliss=19.5, Synergy_Loewe=-12.2, Synergy_HSA=20.4. Drug 2: CC1=C2C(C(=O)C3(C(CC4C(C3C(C(C2(C)C)(CC1OC(=O)C(C(C5=CC=CC=C5)NC(=O)C6=CC=CC=C6)O)O)OC(=O)C7=CC=CC=C7)(CO4)OC(=O)C)O)C)OC(=O)C. (2) Drug 2: CC1C(C(CC(O1)OC2CC(CC3=C2C(=C4C(=C3O)C(=O)C5=CC=CC=C5C4=O)O)(C(=O)C)O)N)O. Drug 1: C(CCl)NC(=O)N(CCCl)N=O. Synergy scores: CSS=30.5, Synergy_ZIP=-0.737, Synergy_Bliss=-0.742, Synergy_Loewe=-16.0, Synergy_HSA=0.818. Cell line: KM12. (3) Drug 1: C1=CC(=CC=C1CCC2=CNC3=C2C(=O)NC(=N3)N)C(=O)NC(CCC(=O)O)C(=O)O. Drug 2: C(CN)CNCCSP(=O)(O)O. Cell line: NCI-H322M. Synergy scores: CSS=20.0, Synergy_ZIP=3.56, Synergy_Bliss=4.33, Synergy_Loewe=-12.1, Synergy_HSA=4.20. (4) Drug 1: CC1=C2C(C(=O)C3(C(CC4C(C3C(C(C2(C)C)(CC1OC(=O)C(C(C5=CC=CC=C5)NC(=O)OC(C)(C)C)O)O)OC(=O)C6=CC=CC=C6)(CO4)OC(=O)C)OC)C)OC. Drug 2: C1CCC(CC1)NC(=O)N(CCCl)N=O. Cell line: RPMI-8226. Synergy scores: CSS=84.1, Synergy_ZIP=7.54, Synergy_Bliss=7.17, Synergy_Loewe=1.11, Synergy_HSA=8.78. (5) Drug 1: C1=CC(=C2C(=C1NCCNCCO)C(=O)C3=C(C=CC(=C3C2=O)O)O)NCCNCCO. Drug 2: COC1=CC(=CC(=C1O)OC)C2C3C(COC3=O)C(C4=CC5=C(C=C24)OCO5)OC6C(C(C7C(O6)COC(O7)C8=CC=CS8)O)O. Cell line: HL-60(TB). Synergy scores: CSS=88.2, Synergy_ZIP=3.60, Synergy_Bliss=3.56, Synergy_Loewe=4.43, Synergy_HSA=7.35. (6) Drug 1: C1CN1P(=S)(N2CC2)N3CC3. Drug 2: N.N.Cl[Pt+2]Cl. Cell line: NCI-H322M. Synergy scores: CSS=-3.21, Synergy_ZIP=3.30, Synergy_Bliss=2.58, Synergy_Loewe=-2.66, Synergy_HSA=-2.25. (7) Drug 1: CC1CCC2CC(C(=CC=CC=CC(CC(C(=O)C(C(C(=CC(C(=O)CC(OC(=O)C3CCCCN3C(=O)C(=O)C1(O2)O)C(C)CC4CCC(C(C4)OC)OCCO)C)C)O)OC)C)C)C)OC. Drug 2: C1=NC2=C(N1)C(=S)N=CN2. Cell line: MALME-3M. Synergy scores: CSS=21.4, Synergy_ZIP=-8.37, Synergy_Bliss=-8.16, Synergy_Loewe=-2.26, Synergy_HSA=-1.72. (8) Cell line: 786-0. Drug 1: CC1C(C(CC(O1)OC2CC(OC(C2O)C)OC3=CC4=CC5=C(C(=O)C(C(C5)C(C(=O)C(C(C)O)O)OC)OC6CC(C(C(O6)C)O)OC7CC(C(C(O7)C)O)OC8CC(C(C(O8)C)O)(C)O)C(=C4C(=C3C)O)O)O)O. Synergy scores: CSS=23.3, Synergy_ZIP=-0.0332, Synergy_Bliss=-0.766, Synergy_Loewe=-56.4, Synergy_HSA=-1.67. Drug 2: C1CNP(=O)(OC1)N(CCCl)CCCl. (9) Drug 1: CC1=C2C(C(=O)C3(C(CC4C(C3C(C(C2(C)C)(CC1OC(=O)C(C(C5=CC=CC=C5)NC(=O)C6=CC=CC=C6)O)O)OC(=O)C7=CC=CC=C7)(CO4)OC(=O)C)O)C)OC(=O)C. Drug 2: CC(C)NC(=O)C1=CC=C(C=C1)CNNC.Cl. Cell line: CAKI-1. Synergy scores: CSS=25.6, Synergy_ZIP=0.897, Synergy_Bliss=3.56, Synergy_Loewe=-20.7, Synergy_HSA=2.61.